Dataset: Peptide-MHC class II binding affinity with 134,281 pairs from IEDB. Task: Regression. Given a peptide amino acid sequence and an MHC pseudo amino acid sequence, predict their binding affinity value. This is MHC class II binding data. (1) The MHC is DRB3_0101 with pseudo-sequence DRB3_0101. The binding affinity (normalized) is 0.403. The peptide sequence is GKARTAWVDSGAQLG. (2) The peptide sequence is VAIKGPLRISASSAA. The binding affinity (normalized) is 0.565. The MHC is HLA-DQA10201-DQB10301 with pseudo-sequence HLA-DQA10201-DQB10301.